This data is from Full USPTO retrosynthesis dataset with 1.9M reactions from patents (1976-2016). The task is: Predict the reactants needed to synthesize the given product. (1) The reactants are: [Cl:1][C:2]1[N:10]=[C:9]2[C:5]([N:6]=[C:7]([CH2:13][N:14]3[CH2:19]CC(N4CC(F)(F)C4)C[CH2:15]3)[N:8]2[CH2:11][CH3:12])=[C:4]([N:26]2[CH2:31][CH2:30][O:29][CH2:28][CH2:27]2)[N:3]=1.[CH:32]([N:35]1[CH2:40]CNC[C:36]1=[O:41])([CH3:34])[CH3:33]. Given the product [Cl:1][C:2]1[N:10]=[C:9]2[C:5]([N:6]=[C:7]([CH2:13][N:14]3[CH2:15][CH2:40][N:35]([CH:32]([CH3:34])[CH3:33])[C:36](=[O:41])[CH2:19]3)[N:8]2[CH2:11][CH3:12])=[C:4]([N:26]2[CH2:27][CH2:28][O:29][CH2:30][CH2:31]2)[N:3]=1, predict the reactants needed to synthesize it. (2) Given the product [C:12]([O:11][C:9]([N:37]1[C:36](=[O:38])[CH2:35][O:34][CH2:33][C@@H:32]1[CH2:31][O:30][CH2:23][C:24]1[CH:29]=[CH:28][CH:27]=[CH:26][CH:25]=1)=[O:10])([CH3:13])([CH3:14])[CH3:15], predict the reactants needed to synthesize it. The reactants are: [C:9](O[C:9]([O:11][C:12]([CH3:15])([CH3:14])[CH3:13])=[O:10])([O:11][C:12]([CH3:15])([CH3:14])[CH3:13])=[O:10].C(N(CC)CC)C.[CH2:23]([O:30][CH2:31][C@@H:32]1[NH:37][C:36](=[O:38])[CH2:35][O:34][CH2:33]1)[C:24]1[CH:29]=[CH:28][CH:27]=[CH:26][CH:25]=1.N1C=CN=C1. (3) Given the product [C:27]([C:29]1[CH:34]=[C:33]([CH:32]=[CH:31][CH:30]=1)[O:1][C:2]1[CH:3]=[C:4]([C:8]23[CH2:15][CH2:14][C:11]([CH2:16][CH2:17][O:18][CH2:19][C:20]([OH:22])=[O:21])([CH2:12][CH2:13]2)[CH2:10][O:9]3)[CH:5]=[CH:6][CH:7]=1)#[N:28], predict the reactants needed to synthesize it. The reactants are: [OH:1][C:2]1[CH:3]=[C:4]([C:8]23[CH2:15][CH2:14][C:11]([CH2:16][CH2:17][O:18][CH2:19][C:20]([O:22]C(C)(C)C)=[O:21])([CH2:12][CH2:13]2)[CH2:10][O:9]3)[CH:5]=[CH:6][CH:7]=1.[C:27]([C:29]1[CH:30]=[C:31](B(O)O)[CH:32]=[CH:33][CH:34]=1)#[N:28].N1C=CC=CC=1.CC1C=CC(S(OCC23CCC(C4SC(C)=NC=4C4C=CC=CC=4)(CC2)OC3)(=O)=O)=CC=1. (4) Given the product [Cl:19][C:14]1[CH:15]=[CH:16][CH:17]=[C:18]2[C:13]=1[N:12]=[CH:11][N:10]=[C:9]2[C:3]1[CH:4]=[C:5]([O:8][C:21]2[CH:26]=[CH:25][CH:24]=[C:23]([S:27]([CH3:30])(=[O:29])=[O:28])[CH:22]=2)[CH:6]=[CH:7][C:2]=1[Cl:1], predict the reactants needed to synthesize it. The reactants are: [Cl:1][C:2]1[CH:7]=[CH:6][C:5]([OH:8])=[CH:4][C:3]=1[C:9]1[C:18]2[C:13](=[C:14]([Cl:19])[CH:15]=[CH:16][CH:17]=2)[N:12]=[CH:11][N:10]=1.Br[C:21]1[CH:26]=[CH:25][CH:24]=[C:23]([S:27]([CH3:30])(=[O:29])=[O:28])[CH:22]=1. (5) Given the product [CH:1]([O:4][C:5]([N:7]1[CH2:8][CH2:9][CH:10]([C@@H:13]([O:15][C:16]2[CH:21]=[CH:20][C:19]([C:53]3[CH:54]=[N:55][C:50]([N:40]4[CH2:41][C@H:42]([N:43]5[CH2:48][CH2:47][CH2:46][CH2:45][C:44]5=[O:49])[C@@H:38]([NH:37][C:36]([O:35][C:31]([CH3:34])([CH3:33])[CH3:32])=[O:57])[CH2:39]4)=[N:51][CH:52]=3)=[CH:18][N:17]=2)[CH3:14])[CH2:11][CH2:12]1)=[O:6])([CH3:2])[CH3:3], predict the reactants needed to synthesize it. The reactants are: [CH:1]([O:4][C:5]([N:7]1[CH2:12][CH2:11][CH:10]([CH:13]([O:15][C:16]2[CH:21]=[CH:20][C:19](B3OC(C)(C)C(C)(C)O3)=[CH:18][N:17]=2)[CH3:14])[CH2:9][CH2:8]1)=[O:6])([CH3:3])[CH3:2].[C:31]([O:35][C:36](=[O:57])[NH:37][C@@H:38]1[C@@H:42]([N:43]2[CH2:48][CH2:47][CH2:46][CH2:45][C:44]2=[O:49])[CH2:41][N:40]([C:50]2[N:55]=[CH:54][C:53](Br)=[CH:52][N:51]=2)[CH2:39]1)([CH3:34])([CH3:33])[CH3:32].CN(C=O)C.C(N(CC)CC)C. (6) Given the product [NH2:1][C:2]1[N:10]=[CH:9][N:8]=[C:7]2[C:3]=1[N:4]=[CH:5][N:6]2[C@H:11]1[C@@H:15]2[O:16][C:17]([CH3:19])([CH3:20])[O:18][C@@H:14]2[C@@H:13]([CH2:21][N:22]([CH:40]([CH3:42])[CH3:41])[CH:23]2[CH2:26][CH:25]([CH2:27][CH2:28][C:29]([O:31][CH2:32][CH3:33])=[O:30])[CH2:24]2)[O:12]1, predict the reactants needed to synthesize it. The reactants are: [NH2:1][C:2]1[N:10]=[CH:9][N:8]=[C:7]2[C:3]=1[N:4]=[CH:5][N:6]2[C@H:11]1[C@@H:15]2[O:16][C:17]([CH3:20])([CH3:19])[O:18][C@@H:14]2[C@@H:13]([CH2:21][NH:22][CH:23]2[CH2:26][CH:25]([CH2:27][CH2:28][C:29]([O:31][CH2:32][CH3:33])=[O:30])[CH2:24]2)[O:12]1.C(=O)([O-])[O-].[K+].[K+].[CH:40](I)([CH3:42])[CH3:41].